The task is: Binary Classification. Given a T-cell receptor sequence (or CDR3 region) and an epitope sequence, predict whether binding occurs between them.. This data is from TCR-epitope binding with 47,182 pairs between 192 epitopes and 23,139 TCRs. (1) The epitope is VTEHDTLLY. The TCR CDR3 sequence is CASSPGQDTDTQYF. Result: 1 (the TCR binds to the epitope). (2) The epitope is AVFDRKSDAK. The TCR CDR3 sequence is CASSQAGQRLAGALNPTQSYNEQFF. Result: 1 (the TCR binds to the epitope). (3) The epitope is SQASSRSSSR. The TCR CDR3 sequence is CASSFTGDEQYF. Result: 1 (the TCR binds to the epitope). (4) The epitope is YVFCTVNAL. The TCR CDR3 sequence is CASSLGQGVGEQYF. Result: 0 (the TCR does not bind to the epitope). (5) The epitope is ILHCANFNV. The TCR CDR3 sequence is CASSLLATLADTQYF. Result: 0 (the TCR does not bind to the epitope).